Dataset: Peptide-MHC class I binding affinity with 185,985 pairs from IEDB/IMGT. Task: Regression. Given a peptide amino acid sequence and an MHC pseudo amino acid sequence, predict their binding affinity value. This is MHC class I binding data. (1) The peptide sequence is RHYKRWPFY. The MHC is HLA-A02:03 with pseudo-sequence HLA-A02:03. The binding affinity (normalized) is 0.0847. (2) The peptide sequence is INTLESMMK. The MHC is HLA-B40:01 with pseudo-sequence HLA-B40:01. The binding affinity (normalized) is 0.0847. (3) The peptide sequence is TQIGCTLNF. The MHC is HLA-B44:02 with pseudo-sequence HLA-B44:02. The binding affinity (normalized) is 0.240. (4) The peptide sequence is THINVELSL. The binding affinity (normalized) is 0.534. The MHC is Mamu-A07 with pseudo-sequence Mamu-A07. (5) The MHC is HLA-C07:01 with pseudo-sequence HLA-C07:01. The binding affinity (normalized) is 0.699. The peptide sequence is IRHNKDRKV. (6) The peptide sequence is RDQLWKGPGEL. The MHC is HLA-B27:05 with pseudo-sequence HLA-B27:05. The binding affinity (normalized) is 0.235.